Dataset: Forward reaction prediction with 1.9M reactions from USPTO patents (1976-2016). Task: Predict the product of the given reaction. (1) Given the reactants Cl[S:2]([N:5]=[C:6]=[O:7])(=[O:4])=[O:3].[C:8]([OH:12])([CH3:11])([CH3:10])[CH3:9].[CH2:13]([O:15][C:16]1[C:25]([NH2:26])=[C:24]2[C:19]([C:20]([CH2:27][C:28]3[CH:33]=[C:32]([O:34][CH3:35])[C:31]([O:36][CH3:37])=[C:30]([O:38][CH3:39])[CH:29]=3)=[CH:21][N:22]=[CH:23]2)=[CH:18][CH:17]=1)[CH3:14], predict the reaction product. The product is: [CH2:13]([O:15][C:16]1[C:25]([NH:26][S:2]([NH:5][C:6](=[O:7])[O:12][C:8]([CH3:11])([CH3:10])[CH3:9])(=[O:4])=[O:3])=[C:24]2[C:19]([C:20]([CH2:27][C:28]3[CH:29]=[C:30]([O:38][CH3:39])[C:31]([O:36][CH3:37])=[C:32]([O:34][CH3:35])[CH:33]=3)=[CH:21][N:22]=[CH:23]2)=[CH:18][CH:17]=1)[CH3:14]. (2) Given the reactants [C:1]([N:6]1[CH2:11][CH2:10][N:9](C(OC(C)(C)C)=O)[CH2:8][CH2:7]1)(=[O:5])[CH:2]([CH3:4])[CH3:3].Cl.CO, predict the reaction product. The product is: [CH3:3][CH:2]([CH3:4])[C:1]([N:6]1[CH2:11][CH2:10][NH:9][CH2:8][CH2:7]1)=[O:5]. (3) Given the reactants [CH3:1][N:2]1[CH2:7][CH2:6][CH:5]([CH2:8][C:9]2[CH:10]=[C:11]([C:15]3[CH:20]=[CH:19][CH:18]=[C:17]([CH2:21][NH2:22])[CH:16]=3)[CH:12]=[CH:13][CH:14]=2)[CH2:4][CH2:3]1.Cl[S:24]([C:27]1[CH:28]=[C:29]([CH:33]=[CH:34][CH:35]=1)[C:30]([OH:32])=[O:31])(=[O:26])=[O:25], predict the reaction product. The product is: [CH3:1][N:2]1[CH2:7][CH2:6][CH:5]([CH2:8][C:9]2[CH:10]=[C:11]([C:15]3[CH:20]=[CH:19][CH:18]=[C:17]([CH2:21][NH:22][S:24]([C:27]4[CH:28]=[C:29]([CH:33]=[CH:34][CH:35]=4)[C:30]([OH:32])=[O:31])(=[O:26])=[O:25])[CH:16]=3)[CH:12]=[CH:13][CH:14]=2)[CH2:4][CH2:3]1. (4) Given the reactants [F-].C([N+](CCCC)(CCCC)CCCC)CCC.[CH3:19][O:20][C:21](=[O:43])[C:22]1[CH:27]=[CH:26][C:25]([C:28]#[C:29][CH2:30][CH2:31][O:32][CH:33]2[CH2:38][CH2:37][CH2:36][CH2:35][O:34]2)=[C:24]([NH:39]C(=O)C)[CH:23]=1, predict the reaction product. The product is: [CH3:19][O:20][C:21]([C:22]1[CH:23]=[C:24]2[C:25]([CH:28]=[C:29]([CH2:30][CH2:31][O:32][CH:33]3[CH2:38][CH2:37][CH2:36][CH2:35][O:34]3)[NH:39]2)=[CH:26][CH:27]=1)=[O:43]. (5) Given the reactants [CH3:1][C:2]([C:4]1[CH:9]=[CH:8][C:7]2[O:10][CH2:11][O:12][C:6]=2[CH:5]=1)=[O:3].C=CC1C=C[NH+]=CC=1.[Br-:21].[Br-].[Br-], predict the reaction product. The product is: [CH2:11]1[O:12][C:6]2[CH:5]=[C:4]([C:2]([CH2:1][Br:21])=[O:3])[CH:9]=[CH:8][C:7]=2[O:10]1. (6) Given the reactants CS(O[CH2:6][C@H:7]1[CH2:12][CH2:11][C@H:10]([NH:13][C:14]2[C:23]3[C:18](=[CH:19][CH:20]=[C:21]([Br:24])[CH:22]=3)[N:17]=[CH:16][C:15]=2[C:25]([CH:27]2[CH2:29][CH2:28]2)=[O:26])[CH2:9][CH2:8]1)(=O)=O.Cl.[CH3:31][O:32][CH:33]1[CH2:37][CH2:36][NH:35][CH2:34]1.C([O-])([O-])=O.[K+].[K+].C(N(CC)C(C)C)(C)C, predict the reaction product. The product is: [Br:24][C:21]1[CH:22]=[C:23]2[C:18](=[CH:19][CH:20]=1)[N:17]=[CH:16][C:15]([C:25]([CH:27]1[CH2:28][CH2:29]1)=[O:26])=[C:14]2[NH:13][C@H:10]1[CH2:9][CH2:8][C@H:7]([CH2:6][N:35]2[CH2:36][CH2:37][CH:33]([O:32][CH3:31])[CH2:34]2)[CH2:12][CH2:11]1.